Dataset: Full USPTO retrosynthesis dataset with 1.9M reactions from patents (1976-2016). Task: Predict the reactants needed to synthesize the given product. The reactants are: [NH2:1][C:2]1[C:6]2([CH2:11][CH2:10][CH2:9][CH2:8][CH2:7]2)[O:5][C:4](=[O:12])[C:3]=1[C:13]1[C:18]([CH3:19])=[CH:17][C:16]([C:20]2[CH:25]=[CH:24][CH:23]=[C:22]([NH2:26])[CH:21]=2)=[C:15]([Cl:27])[CH:14]=1.N1C=CC=CC=1.[Br:34][CH2:35][CH2:36][CH2:37][S:38](Cl)(=[O:40])=[O:39]. Given the product [NH2:1][C:2]1[C:6]2([CH2:11][CH2:10][CH2:9][CH2:8][CH2:7]2)[O:5][C:4](=[O:12])[C:3]=1[C:13]1[C:18]([CH3:19])=[CH:17][C:16]([C:20]2[CH:25]=[CH:24][CH:23]=[C:22]([NH:26][S:38]([CH2:37][CH2:36][CH2:35][Br:34])(=[O:40])=[O:39])[CH:21]=2)=[C:15]([Cl:27])[CH:14]=1, predict the reactants needed to synthesize it.